This data is from NCI-60 drug combinations with 297,098 pairs across 59 cell lines. The task is: Regression. Given two drug SMILES strings and cell line genomic features, predict the synergy score measuring deviation from expected non-interaction effect. Drug 1: CS(=O)(=O)C1=CC(=C(C=C1)C(=O)NC2=CC(=C(C=C2)Cl)C3=CC=CC=N3)Cl. Drug 2: C1CCC(CC1)NC(=O)N(CCCl)N=O. Cell line: BT-549. Synergy scores: CSS=14.4, Synergy_ZIP=-6.06, Synergy_Bliss=2.05, Synergy_Loewe=-7.59, Synergy_HSA=0.860.